Dataset: Experimentally validated miRNA-target interactions with 360,000+ pairs, plus equal number of negative samples. Task: Binary Classification. Given a miRNA mature sequence and a target amino acid sequence, predict their likelihood of interaction. (1) The miRNA is hsa-miR-122-5p with sequence UGGAGUGUGACAAUGGUGUUUG. The protein sequence of the target gene is MTDLLRSVVTVIDVFYKYTKQDGECGTLSKGELKELLEKELHPVLKNPDDPDTVDVIMHMLDRDHDRRLDFTEFLLMIFKLTMACNKVLSKEYCKASGSKKHRRGHRHQEEESETEEDEEDTPGHKSGYRHSSWSEGEEHGYSSGHSRGTVKCRHGSNSRRLGRQGNLSSSGNQEGSQKRYHRSSCGHSWSGGKDRHGSSSVELRERINKSHISPSRESGEEYESGSGSNSWERKGHGGLSCGLETSGHESNSTQSRIREQKLGSSCSGSGDSGRRSHACGYSNSSGCGRPQNASSSCQS.... Result: 1 (interaction). (2) Result: 1 (interaction). The protein sequence of the target gene is MGQRLSGGRSCLDVPGRFLPQPPPPPPPVRRKLALLFAMLCIWLYMFLYSCAGSCTAAPGLLLLGSGSRATHAQPALVTAPNETSPKMPFRAPPANSLAAGKDKTVGAGSQEEQSPEAPDSPSPISSFFSGAGSKQLPQAIIIGVKKGGTRALLEFLRVHPDVRAVGAEPHFFDRSYHKGLAWYRDLMPRTLKGQITMEKTPSYFVTREAPARISAMSKDTKLIVVVRDPVTRAISDYTQTLSKRPDIPSFESLTFRNRSAGLIDTSWSAIQIGLYAKHLEPWLRHFPLGQMLFVSGERL.... The miRNA is mmu-miR-362-3p with sequence AACACACCUGUUCAAGGAUUCA. (3) The miRNA is hsa-miR-129-5p with sequence CUUUUUGCGGUCUGGGCUUGC. The protein sequence of the target gene is MGPLTFTDVAIEFSLEEWQCLDTAQQNLYRNVMLENYRNLVFLGIAVSKPDLITCLEKEKEPCKMKRHEMVDEPPVVCSHFAEDFWPEQDIKDSFQKVTLRRYDKRGHENLQLRKGYKTVGDCKLYKGGYNGLNQCLTLTQSKMYHCDIYVKVFYAFSNADRYKTRHTGKKPFQCKKCGKSFCMLSQLTQHKKIHIRENTYRCKEFGNAFNQSSALTNHKRIYVGEKHYRCEECGKAFNHYSTLTNHKRIHTGEKPYKCKECGKAFSRYSTLTTHKRIHSGEKPYKCDECGKTFSISSTF.... Result: 1 (interaction). (4) The miRNA is mmu-miR-3077-3p with sequence CUGACUCCCUGCUUCUCCGCAG. The protein sequence of the target gene is MVLGGCPVSYLLLCGQAALLLGNLLLLHCVSRSHSQNATAEPELTSAGAAQPEGPGGAASWEYGDPHSPVILCSYLPDEFIECEDPVDHVGNATASQELGYGCLKFGGQAYSDVEHTSVQCHALDGIECASPRTFLRENKPCIKYTGHYFITTLLYSFFLGCFGVDRFCLGHTGTAVGKLLTLGGLGIWWFVDLILLITGGLMPSDGSNWCTVY. Result: 0 (no interaction). (5) Result: 0 (no interaction). The miRNA is mmu-miR-883a-5p with sequence UGCUGAGAGAAGUAGCAGUUAC. The protein sequence of the target gene is MLDPSSSEEESDEIVEEESGKEVLGSAPSGARLSPSRTSEGSAGSAGLGGGGAGAGAGVGAGGGGGSGASSGGGAGGLQPSSRAGGGRPSSPSPSVVSEKEKEELERLQKEEEERKKRLQLYVFVMRCIAYPFNAKQPTDMARRQQKISKQQLQTVKDRFQAFLNGETQIMADEAFMNAVQSYYEVFLKSDRVARMVQSGGCSANDSREVFKKHIEKRVRSLPEIDGLSKETVLSSWMAKFDAIYRGEEDPRKQQARMTASAASELILSKEQLYEMFQNILGIKKFEHQLLYNACQLDNP....